This data is from Reaction yield outcomes from USPTO patents with 853,638 reactions. The task is: Predict the reaction yield, written as a fraction of the theoretical maximum amount of product (1.0 means a 100% yield; for example, 0.34 means a 34% yield). (1) The reactants are [CH:1]([O:4][C:5]1[C:13]([O:14][CH3:15])=[CH:12][CH:11]=[CH:10][C:6]=1[CH2:7][NH:8][CH3:9])([CH3:3])[CH3:2].CNCC1C=CC2C(=CC=CC=2)C=1CCC.[ClH:32].[N:33]1([CH2:39][CH2:40][N:41]2[CH2:46][C:45]3[CH:47]=[C:48](/[CH:51]=[CH:52]/[C:53]([OH:55])=O)[CH:49]=[N:50][C:44]=3[NH:43][C:42]2=[O:56])[CH2:38][CH2:37][O:36][CH2:35][CH2:34]1. No catalyst specified. The product is [ClH:32].[CH:1]([O:4][C:5]1[C:13]([O:14][CH3:15])=[CH:12][CH:11]=[CH:10][C:6]=1[CH2:7][N:8]([CH3:9])[C:53](=[O:55])/[CH:52]=[CH:51]/[C:48]1[CH:49]=[N:50][C:44]2[NH:43][C:42](=[O:56])[N:41]([CH2:40][CH2:39][N:33]3[CH2:34][CH2:35][O:36][CH2:37][CH2:38]3)[CH2:46][C:45]=2[CH:47]=1)([CH3:3])[CH3:2]. The yield is 0.470. (2) The reactants are [F:1][CH2:2][CH:3]1[CH2:8][N:7]([C:9]2[CH:10]=[N:11][C:12]([N+:15]([O-])=O)=[CH:13][CH:14]=2)[CH2:6][CH2:5][N:4]1[CH3:18].Br[C:20]1[C:21](=[O:28])[N:22]([CH3:27])[CH:23]=[C:24]([Br:26])[CH:25]=1.C(=O)([O-])[O-].[Cs+].[Cs+].CC1(C)C2C(=C(P(C3C=CC=CC=3)C3C=CC=CC=3)C=CC=2)OC2C(P(C3C=CC=CC=3)C3C=CC=CC=3)=CC=CC1=2. The catalyst is C1C=CC(/C=C/C(/C=C/C2C=CC=CC=2)=O)=CC=1.C1C=CC(/C=C/C(/C=C/C2C=CC=CC=2)=O)=CC=1.C1C=CC(/C=C/C(/C=C/C2C=CC=CC=2)=O)=CC=1.[Pd].[Pd].O1CCOCC1. The product is [Br:26][C:24]1[CH:25]=[C:20]([NH:15][C:12]2[CH:13]=[CH:14][C:9]([N:7]3[CH2:6][CH2:5][N:4]([CH3:18])[CH:3]([CH2:2][F:1])[CH2:8]3)=[CH:10][N:11]=2)[C:21](=[O:28])[N:22]([CH3:27])[CH:23]=1. The yield is 0.500. (3) The reactants are [Cl:1][C:2]1[S:6][C:5](B(O)O)=[CH:4][CH:3]=1.Br[C:11]1[CH:16]=[CH:15][C:14]([O:17][CH:18]([CH2:24][CH2:25][C:26]2[CH2:31][CH2:30][CH2:29][CH2:28][CH:27]=2)[C:19]([O:21][CH2:22][CH3:23])=[O:20])=[CH:13][CH:12]=1.C(=O)([O-])[O-].[Na+].[Na+]. The catalyst is C(COC)OC.O.C1C=CC([P]([Pd]([P](C2C=CC=CC=2)(C2C=CC=CC=2)C2C=CC=CC=2)([P](C2C=CC=CC=2)(C2C=CC=CC=2)C2C=CC=CC=2)[P](C2C=CC=CC=2)(C2C=CC=CC=2)C2C=CC=CC=2)(C2C=CC=CC=2)C2C=CC=CC=2)=CC=1. The product is [Cl:1][C:2]1[S:6][C:5]([C:11]2[CH:16]=[CH:15][C:14]([O:17][CH:18]([CH2:24][CH2:25][C:26]3[CH2:31][CH2:30][CH2:29][CH2:28][CH:27]=3)[C:19]([O:21][CH2:22][CH3:23])=[O:20])=[CH:13][CH:12]=2)=[CH:4][CH:3]=1. The yield is 0.730. (4) The reactants are [Cl:1][C:2]1[N:7]=[C:6]([CH2:8][C:9]([C:12]2[CH:17]=[CH:16][C:15]([F:18])=[CH:14][CH:13]=2)=[N:10]O)[CH:5]=[CH:4][CH:3]=1.FC(F)(F)C(OC(=O)C(F)(F)F)=O.C(N(CC)CC)C. The catalyst is COCCOC.[Fe](Cl)Cl. The product is [Cl:1][C:2]1[N:7]2[N:10]=[C:9]([C:12]3[CH:17]=[CH:16][C:15]([F:18])=[CH:14][CH:13]=3)[CH:8]=[C:6]2[CH:5]=[CH:4][CH:3]=1. The yield is 0.680. (5) The reactants are Br[C:2]1[N:18]=[C:5]2[CH:6]=[C:7]([NH:10][C:11](=[O:17])[O:12][C:13]([CH3:16])([CH3:15])[CH3:14])[CH:8]=[CH:9][N:4]2[N:3]=1.[N:19]1[CH:24]=[CH:23][CH:22]=[C:21](B(O)O)[CH:20]=1. The catalyst is O1CCOCC1.C(=O)([O-])[O-].[Na+].[Na+].ClCCl.[Pd](Cl)Cl.C1(P(C2C=CC=CC=2)[C-]2C=CC=C2)C=CC=CC=1.[C-]1(P(C2C=CC=CC=2)C2C=CC=CC=2)C=CC=C1.[Fe+2]. The product is [N:19]1[CH:24]=[CH:23][CH:22]=[C:21]([C:2]2[N:18]=[C:5]3[CH:6]=[C:7]([NH:10][C:11](=[O:17])[O:12][C:13]([CH3:16])([CH3:15])[CH3:14])[CH:8]=[CH:9][N:4]3[N:3]=2)[CH:20]=1. The yield is 0.551. (6) The reactants are [CH2:1]([O:3][C@@H:4]([CH2:9][C:10]1[CH:15]=[CH:14][C:13]([C:16]2[CH:21]=[CH:20][CH:19]=[C:18]([NH:22][CH3:23])[N:17]=2)=[CH:12][CH:11]=1)[C:5]([O:7][CH3:8])=[O:6])[CH3:2].[CH:24]1[C:33]2[C:28](=[CH:29][CH:30]=[CH:31][CH:32]=2)[CH:27]=[CH:26][C:25]=1[N:34]=[C:35]=[O:36]. No catalyst specified. The product is [CH2:1]([O:3][C@@H:4]([CH2:9][C:10]1[CH:15]=[CH:14][C:13]([C:16]2[CH:21]=[CH:20][CH:19]=[C:18]([N:22]([CH3:23])[C:35]([NH:34][C:25]3[CH:26]=[CH:27][C:28]4[C:33](=[CH:32][CH:31]=[CH:30][CH:29]=4)[CH:24]=3)=[O:36])[N:17]=2)=[CH:12][CH:11]=1)[C:5]([O:7][CH3:8])=[O:6])[CH3:2]. The yield is 0.620. (7) The reactants are [F:1][C:2]1[C:3]([NH:22][CH3:23])=[CH:4][C:5]2[O:10][CH2:9][N:8]([C:11]3[CH:19]=[CH:18][C:14]([C:15](O)=[O:16])=[CH:13][CH:12]=3)[C:7](=[O:20])[C:6]=2[CH:21]=1.Cl.CN(C)CCCN=C=NCC.[Cl:36][C:37]1[S:41][C:40]([S:42]([NH2:45])(=[O:44])=[O:43])=[CH:39][CH:38]=1. The catalyst is C(Cl)Cl.CN(C)C1C=CN=CC=1. The product is [Cl:36][C:37]1[S:41][C:40]([S:42]([NH:45][C:15](=[O:16])[C:14]2[CH:18]=[CH:19][C:11]([N:8]3[C:7](=[O:20])[C:6]4[CH:21]=[C:2]([F:1])[C:3]([NH:22][CH3:23])=[CH:4][C:5]=4[O:10][CH2:9]3)=[CH:12][CH:13]=2)(=[O:44])=[O:43])=[CH:39][CH:38]=1. The yield is 0.150.